This data is from NCI-60 drug combinations with 297,098 pairs across 59 cell lines. The task is: Regression. Given two drug SMILES strings and cell line genomic features, predict the synergy score measuring deviation from expected non-interaction effect. (1) Drug 1: C1=NC2=C(N=C(N=C2N1C3C(C(C(O3)CO)O)O)F)N. Drug 2: CS(=O)(=O)CCNCC1=CC=C(O1)C2=CC3=C(C=C2)N=CN=C3NC4=CC(=C(C=C4)OCC5=CC(=CC=C5)F)Cl. Cell line: MDA-MB-231. Synergy scores: CSS=9.67, Synergy_ZIP=-3.58, Synergy_Bliss=-1.67, Synergy_Loewe=-9.18, Synergy_HSA=-3.78. (2) Drug 1: CC1=C(C=C(C=C1)NC2=NC=CC(=N2)N(C)C3=CC4=NN(C(=C4C=C3)C)C)S(=O)(=O)N.Cl. Drug 2: CCCCC(=O)OCC(=O)C1(CC(C2=C(C1)C(=C3C(=C2O)C(=O)C4=C(C3=O)C=CC=C4OC)O)OC5CC(C(C(O5)C)O)NC(=O)C(F)(F)F)O. Cell line: NCI-H226. Synergy scores: CSS=15.7, Synergy_ZIP=-2.14, Synergy_Bliss=3.10, Synergy_Loewe=4.73, Synergy_HSA=4.38. (3) Drug 1: CC(CN1CC(=O)NC(=O)C1)N2CC(=O)NC(=O)C2. Drug 2: CC1=C(N=C(N=C1N)C(CC(=O)N)NCC(C(=O)N)N)C(=O)NC(C(C2=CN=CN2)OC3C(C(C(C(O3)CO)O)O)OC4C(C(C(C(O4)CO)O)OC(=O)N)O)C(=O)NC(C)C(C(C)C(=O)NC(C(C)O)C(=O)NCCC5=NC(=CS5)C6=NC(=CS6)C(=O)NCCC[S+](C)C)O. Cell line: IGROV1. Synergy scores: CSS=41.3, Synergy_ZIP=-4.11, Synergy_Bliss=-1.16, Synergy_Loewe=4.69, Synergy_HSA=6.52. (4) Drug 1: CC12CCC3C(C1CCC2NC(=O)OCC(F)(F)F)CCC4C3(C=CC(=O)N4C)C. Drug 2: CNC(=O)C1=NC=CC(=C1)OC2=CC=C(C=C2)NC(=O)NC3=CC(=C(C=C3)Cl)C(F)(F)F. Cell line: SK-OV-3. Synergy scores: CSS=57.3, Synergy_ZIP=20.7, Synergy_Bliss=20.7, Synergy_Loewe=9.85, Synergy_HSA=15.9. (5) Drug 1: CC1=C(C(CCC1)(C)C)C=CC(=CC=CC(=CC(=O)O)C)C. Drug 2: CC1C(C(CC(O1)OC2CC(OC(C2O)C)OC3=CC4=CC5=C(C(=O)C(C(C5)C(C(=O)C(C(C)O)O)OC)OC6CC(C(C(O6)C)O)OC7CC(C(C(O7)C)O)OC8CC(C(C(O8)C)O)(C)O)C(=C4C(=C3C)O)O)O)O. Cell line: SK-MEL-2. Synergy scores: CSS=37.3, Synergy_ZIP=4.47, Synergy_Bliss=3.20, Synergy_Loewe=-32.4, Synergy_HSA=1.35. (6) Drug 1: C1CCN(CC1)CCOC2=CC=C(C=C2)C(=O)C3=C(SC4=C3C=CC(=C4)O)C5=CC=C(C=C5)O. Drug 2: C1=NC2=C(N1)C(=S)N=CN2. Cell line: SK-MEL-28. Synergy scores: CSS=-12.2, Synergy_ZIP=7.74, Synergy_Bliss=8.54, Synergy_Loewe=-5.73, Synergy_HSA=-4.01.